This data is from Forward reaction prediction with 1.9M reactions from USPTO patents (1976-2016). The task is: Predict the product of the given reaction. (1) The product is: [CH3:13][O:14][C:15]1[CH:24]=[C:23]2[C:18]([N:19]=[CH:20][C:21]([S:25][CH2:26][CH2:27][N:28]3[CH2:29][CH2:30][CH:31]([NH:34][CH2:11][C:8]4[CH:7]=[C:6]([C:2]5[S:1][CH:5]=[CH:4][CH:3]=5)[O:10][N:9]=4)[CH2:32][CH2:33]3)=[N:22]2)=[CH:17][CH:16]=1. Given the reactants [S:1]1[CH:5]=[CH:4][CH:3]=[C:2]1[C:6]1[O:10][N:9]=[C:8]([CH:11]=O)[CH:7]=1.[CH3:13][O:14][C:15]1[CH:24]=[C:23]2[C:18]([N:19]=[CH:20][C:21]([S:25][CH2:26][CH2:27][N:28]3[CH2:33][CH2:32][CH:31]([NH2:34])[CH2:30][CH2:29]3)=[N:22]2)=[CH:17][CH:16]=1, predict the reaction product. (2) Given the reactants [H-].[Na+].[I:3][C:4]1[CH:5]=[C:6]([CH:9]=[O:10])[NH:7][CH:8]=1.Br[CH2:12][C:13]([O:15][CH2:16][CH3:17])=[O:14], predict the reaction product. The product is: [CH:9]([C:6]1[N:7]([CH2:12][C:13]([O:15][CH2:16][CH3:17])=[O:14])[CH:8]=[C:4]([I:3])[CH:5]=1)=[O:10]. (3) Given the reactants Cl.[CH3:2][S:3]([C:6]1[CH:12]=[CH:11][C:9]([NH2:10])=[CH:8][CH:7]=1)(=[O:5])=[O:4].C[Al](C)C.[C:17]([C:19]1[CH:20]=[N:21][CH:22]=[C:23]([CH3:25])[CH:24]=1)#[N:18], predict the reaction product. The product is: [CH3:2][S:3]([C:6]1[CH:12]=[CH:11][C:9]([NH:10][C:17](=[NH:18])[C:19]2[CH:24]=[C:23]([CH3:25])[CH:22]=[N:21][CH:20]=2)=[CH:8][CH:7]=1)(=[O:4])=[O:5]. (4) Given the reactants C([O:4][C:5]1[CH:6]=[CH:7][CH:8]=[C:9]2[C:14]=1[NH:13][C:12](=[O:15])[CH:11]=[CH:10]2)(=O)C, predict the reaction product. The product is: [OH:4][C:5]1[CH:6]=[CH:7][CH:8]=[C:9]2[C:14]=1[NH:13][C:12](=[O:15])[CH:11]=[CH:10]2. (5) Given the reactants [OH:1][CH:2]1[CH2:5][N:4]([C:6]([N:8]2[CH2:13][CH:12]([C:14]3[CH:19]=[CH:18][C:17]([C:20]([F:23])([F:22])[F:21])=[CH:16][CH:15]=3)[CH2:11][CH:10]([C:24](O)=[O:25])[CH2:9]2)=[O:7])[CH2:3]1.O[N:28]=[C:29]([C:31]1[CH:36]=[CH:35][CH:34]=[CH:33][CH:32]=1)[NH2:30], predict the reaction product. The product is: [OH:1][CH:2]1[CH2:5][N:4]([C:6]([N:8]2[CH2:13][CH:12]([C:14]3[CH:19]=[CH:18][C:17]([C:20]([F:23])([F:22])[F:21])=[CH:16][CH:15]=3)[CH2:11][CH:10]([C:24]3[O:25][N:30]=[C:29]([C:31]4[CH:36]=[CH:35][CH:34]=[CH:33][CH:32]=4)[N:28]=3)[CH2:9]2)=[O:7])[CH2:3]1.